Dataset: Reaction yield outcomes from USPTO patents with 853,638 reactions. Task: Predict the reaction yield, written as a fraction of the theoretical maximum amount of product (1.0 means a 100% yield; for example, 0.34 means a 34% yield). The yield is 0.670. The reactants are [CH3:1][O:2][C:3]1[CH:28]=[CH:27][C:6]([CH2:7][O:8][CH:9]([C:15]2[C:24]([CH3:25])=[CH:23][C:22]3[C:17](=[CH:18][CH:19]=[CH:20][CH:21]=3)[C:16]=2[OH:26])[C:10]([O:12][CH2:13][CH3:14])=[O:11])=[CH:5][CH:4]=1.C([O-])(O)=O.[Na+].[Br:34]Br.[O-]S([O-])(=S)=O.[Na+].[Na+]. The catalyst is C(Cl)(Cl)Cl. The product is [CH3:1][O:2][C:3]1[CH:4]=[CH:5][C:6]([CH2:7][O:8][CH:9]([C:15]2[C:24]([CH3:25])=[C:23]([Br:34])[C:22]3[C:17](=[CH:18][CH:19]=[CH:20][CH:21]=3)[C:16]=2[OH:26])[C:10]([O:12][CH2:13][CH3:14])=[O:11])=[CH:27][CH:28]=1.